This data is from Reaction yield outcomes from USPTO patents with 853,638 reactions. The task is: Predict the reaction yield, written as a fraction of the theoretical maximum amount of product (1.0 means a 100% yield; for example, 0.34 means a 34% yield). The yield is 0.275. The product is [Cl:1][C:2]1[CH:3]=[CH:4][C:5]([NH:8][C:9]([C:11]2[CH:16]=[CH:15][CH:14]=[CH:13][C:12]=2[NH:17][C:18]([C:20]2[CH:25]=[CH:24][C:23]([C:26]3[CH:31]=[CH:30][CH:29]=[CH:28][C:27]=3[CH:32]=[N:33][NH:36][OH:35])=[CH:22][CH:21]=2)=[O:19])=[O:10])=[N:6][CH:7]=1. The reactants are [Cl:1][C:2]1[CH:3]=[CH:4][C:5]([NH:8][C:9]([C:11]2[CH:16]=[CH:15][CH:14]=[CH:13][C:12]=2[NH:17][C:18]([C:20]2[CH:25]=[CH:24][C:23]([C:26]3[CH:31]=[CH:30][CH:29]=[CH:28][C:27]=3[C:32]#[N:33])=[CH:22][CH:21]=2)=[O:19])=[O:10])=[N:6][CH:7]=1.Cl.[OH:35][NH2:36].C(N(CC)CC)C. The catalyst is C(O)C.